This data is from Catalyst prediction with 721,799 reactions and 888 catalyst types from USPTO. The task is: Predict which catalyst facilitates the given reaction. Reactant: Cl.[CH3:2][C:3](=O)CC(=O)C.[NH2:9][C:10]1[C:15]([CH3:16])=[CH:14][C:13]([CH3:17])=[CH:12][C:11]=1[NH2:18].C(=O)([O-])O.[Na+]. Product: [CH3:2][C:3]1[NH:9][C:10]2[C:15]([CH3:16])=[CH:14][C:13]([CH3:17])=[CH:12][C:11]=2[N:18]=1. The catalyst class is: 8.